This data is from NCI-60 drug combinations with 297,098 pairs across 59 cell lines. The task is: Regression. Given two drug SMILES strings and cell line genomic features, predict the synergy score measuring deviation from expected non-interaction effect. (1) Drug 1: C1=NC2=C(N=C(N=C2N1C3C(C(C(O3)CO)O)O)F)N. Drug 2: CC1=C(N=C(N=C1N)C(CC(=O)N)NCC(C(=O)N)N)C(=O)NC(C(C2=CN=CN2)OC3C(C(C(C(O3)CO)O)O)OC4C(C(C(C(O4)CO)O)OC(=O)N)O)C(=O)NC(C)C(C(C)C(=O)NC(C(C)O)C(=O)NCCC5=NC(=CS5)C6=NC(=CS6)C(=O)NCCC[S+](C)C)O. Cell line: HCT116. Synergy scores: CSS=44.6, Synergy_ZIP=0.0582, Synergy_Bliss=1.47, Synergy_Loewe=-7.31, Synergy_HSA=0.312. (2) Drug 1: CC1C(C(CC(O1)OC2CC(CC3=C2C(=C4C(=C3O)C(=O)C5=C(C4=O)C(=CC=C5)OC)O)(C(=O)C)O)N)O.Cl. Drug 2: CN1C(=O)N2C=NC(=C2N=N1)C(=O)N. Cell line: K-562. Synergy scores: CSS=30.9, Synergy_ZIP=2.23, Synergy_Bliss=8.39, Synergy_Loewe=-19.2, Synergy_HSA=4.04.